This data is from Peptide-MHC class I binding affinity with 185,985 pairs from IEDB/IMGT. The task is: Regression. Given a peptide amino acid sequence and an MHC pseudo amino acid sequence, predict their binding affinity value. This is MHC class I binding data. (1) The peptide sequence is MQFPGSVGF. The MHC is HLA-A02:01 with pseudo-sequence HLA-A02:01. The binding affinity (normalized) is 0.386. (2) The peptide sequence is YVRTNGTSK. The MHC is HLA-A11:01 with pseudo-sequence HLA-A11:01. The binding affinity (normalized) is 0.0847. (3) The peptide sequence is AINLWVTVY. The binding affinity (normalized) is 0.0388. The MHC is Mamu-A11 with pseudo-sequence Mamu-A11. (4) The peptide sequence is SKSMRDQRK. The MHC is HLA-A11:01 with pseudo-sequence HLA-A11:01. The binding affinity (normalized) is 0.0799. (5) The peptide sequence is QVQMLINTY. The MHC is HLA-A30:01 with pseudo-sequence HLA-A30:01. The binding affinity (normalized) is 0.0847. (6) The peptide sequence is MQFKLGIPK. The MHC is HLA-B40:01 with pseudo-sequence HLA-B40:01. The binding affinity (normalized) is 0.0847. (7) The MHC is HLA-A02:01 with pseudo-sequence HLA-A02:01. The binding affinity (normalized) is 0.213. The peptide sequence is GEGPGINPI. (8) The peptide sequence is PDYKRPGVS. The MHC is HLA-B45:01 with pseudo-sequence HLA-B45:01. The binding affinity (normalized) is 0. (9) The peptide sequence is SANPNADII. The MHC is H-2-Kb with pseudo-sequence H-2-Kb. The binding affinity (normalized) is 0.0361. (10) The peptide sequence is YPLTFGWCY. The MHC is HLA-A30:02 with pseudo-sequence HLA-A30:02. The binding affinity (normalized) is 0.221.